Dataset: Peptide-MHC class I binding affinity with 185,985 pairs from IEDB/IMGT. Task: Regression. Given a peptide amino acid sequence and an MHC pseudo amino acid sequence, predict their binding affinity value. This is MHC class I binding data. The binding affinity (normalized) is 0. The peptide sequence is NAYERMCNT. The MHC is HLA-A03:01 with pseudo-sequence HLA-A03:01.